The task is: Predict the reactants needed to synthesize the given product.. This data is from Full USPTO retrosynthesis dataset with 1.9M reactions from patents (1976-2016). Given the product [Cl:1][C:2]1[CH:3]=[C:4]2[C:10]([C:11]3[N:16]=[C:15]([NH:17][C@H:18]4[CH2:23][CH2:22][CH2:21][C@@:20]([CH2:25][C:26]([OH:28])=[O:27])([OH:24])[CH2:19]4)[C:14]([F:31])=[CH:13][N:12]=3)=[CH:9][NH:8][C:5]2=[N:6][CH:7]=1, predict the reactants needed to synthesize it. The reactants are: [Cl:1][C:2]1[CH:3]=[C:4]2[C:10]([C:11]3[N:16]=[C:15]([NH:17][C@H:18]4[CH2:23][CH2:22][CH2:21][C@@:20]([CH2:25][C:26]([O:28]CC)=[O:27])([OH:24])[CH2:19]4)[C:14]([F:31])=[CH:13][N:12]=3)=[CH:9][N:8](S(C3C=CC(C)=CC=3)(=O)=O)[C:5]2=[N:6][CH:7]=1.[Li+].[OH-].Cl.